This data is from Full USPTO retrosynthesis dataset with 1.9M reactions from patents (1976-2016). The task is: Predict the reactants needed to synthesize the given product. (1) Given the product [OH:38][CH2:37][CH2:39][NH:40][C:8]([NH:9][C:10]1[CH:11]=[CH:12][C:13]([C:16]2[CH:21]=[CH:20][N:19]=[C:18]([N:22]3[CH2:27][CH2:26][O:25][CH2:24][C@@H:23]3[CH3:28])[N:17]=2)=[CH:14][CH:15]=1)=[O:29], predict the reactants needed to synthesize it. The reactants are: C1(O[C:8](=[O:29])[NH:9][C:10]2[CH:15]=[CH:14][C:13]([C:16]3[CH:21]=[CH:20][N:19]=[C:18]([N:22]4[CH2:27][CH2:26][O:25][CH2:24][C@@H:23]4[CH3:28])[N:17]=3)=[CH:12][CH:11]=2)C=CC=CC=1.C(N(CC)CC)C.[CH2:37]([CH2:39][NH2:40])[OH:38]. (2) Given the product [C:15]1([CH2:14][CH2:13][CH2:12][CH2:11][N:1]2[CH:5]=[CH:4][N:3]=[N:2]2)[CH:20]=[CH:19][CH:18]=[CH:17][CH:16]=1, predict the reactants needed to synthesize it. The reactants are: [NH:1]1[CH:5]=[CH:4][N:3]=[N:2]1.[I-].[Na+].[OH-].[Na+].Cl[CH2:11][CH2:12][CH2:13][CH2:14][C:15]1[CH:20]=[CH:19][CH:18]=[CH:17][CH:16]=1. (3) Given the product [C:1]([O:5][C:6](=[O:41])[CH2:7][O:8][C:9]1[C:14]2[CH2:15][CH2:16][CH2:17][CH2:18][CH:19]([N:20]([S:21]([C:24]3[CH:25]=[CH:26][C:27]([C:30]4[CH:35]=[C:34]([CH3:36])[CH:33]=[C:32]([C:37]([CH3:40])([CH3:39])[CH3:38])[CH:31]=4)=[CH:28][CH:29]=3)(=[O:23])=[O:22])[CH3:44])[C:13]=2[CH:12]=[CH:11][CH:10]=1)([CH3:4])([CH3:3])[CH3:2], predict the reactants needed to synthesize it. The reactants are: [C:1]([O:5][C:6](=[O:41])[CH2:7][O:8][C:9]1[C:14]2[CH2:15][CH2:16][CH2:17][CH2:18][CH:19]([NH:20][S:21]([C:24]3[CH:29]=[CH:28][C:27]([C:30]4[CH:35]=[C:34]([CH3:36])[CH:33]=[C:32]([C:37]([CH3:40])([CH3:39])[CH3:38])[CH:31]=4)=[CH:26][CH:25]=3)(=[O:23])=[O:22])[C:13]=2[CH:12]=[CH:11][CH:10]=1)([CH3:4])([CH3:3])[CH3:2].CI.[C:44]([O-])([O-])=O.[K+].[K+]. (4) The reactants are: [CH2:1]([N:3]=[C:4]=[O:5])[CH3:2].[CH2:6]([C:8]1[CH:13]=[C:12]([CH2:14][N:15]2C=CN=C2C)[CH:11]=[CH:10][C:9]=1[N:21]([CH3:32])[C:22]1[N:27]=[CH:26][C:25]2[N:28]=[CH:29][N:30]([CH3:31])[C:24]=2[CH:23]=1)[CH3:7].C(N(CC)CC)C. Given the product [CH2:1]([NH:3][C:4]([NH:15][CH2:14][C:12]1[CH:11]=[CH:10][C:9]([N:21]([CH3:32])[C:22]2[N:27]=[CH:26][C:25]3[N:28]=[CH:29][N:30]([CH3:31])[C:24]=3[CH:23]=2)=[C:8]([CH2:6][CH3:7])[CH:13]=1)=[O:5])[CH3:2], predict the reactants needed to synthesize it. (5) Given the product [CH3:1][S:2]([O:5][C:6]1[CH:11]=[CH:10][C:9]([O:12][CH2:24][CH2:25][C:26]2[CH:27]=[CH:28][C:29]([NH:32][C:33]([O:35][C:36]([CH3:37])([CH3:39])[CH3:38])=[O:34])=[CH:30][CH:31]=2)=[CH:8][CH:7]=1)(=[O:4])=[O:3], predict the reactants needed to synthesize it. The reactants are: [CH3:1][S:2]([O:5][C:6]1[CH:11]=[CH:10][C:9]([OH:12])=[CH:8][CH:7]=1)(=[O:4])=[O:3].CC1C=CC(S(O[CH2:24][CH2:25][C:26]2[CH:31]=[CH:30][C:29]([NH:32][C:33]([O:35][C:36]([CH3:39])([CH3:38])[CH3:37])=[O:34])=[CH:28][CH:27]=2)(=O)=O)=CC=1.C(=O)([O-])[O-].[K+].[K+].O. (6) Given the product [CH3:1][O:2][C:3](=[O:21])[C:4]1[CH:5]=[CH:6][C:7]([CH:10]([NH:11][C:32]([NH:31][C:28]2[CH:27]=[CH:26][C:25]([O:24][C:23]([F:34])([F:35])[F:22])=[CH:30][CH:29]=2)=[O:33])[CH:7]2[CH2:8][CH2:9][CH:4]([C:3]([OH:21])=[O:2])[CH2:5][CH2:6]2)=[CH:8][CH:9]=1, predict the reactants needed to synthesize it. The reactants are: [CH3:1][O:2][C:3](=[O:21])[C:4]1[CH:9]=[CH:8][C:7]([CH2:10][NH:11]C2CCC(C(O)=O)CC2)=[CH:6][CH:5]=1.[F:22][C:23]([F:35])([F:34])[O:24][C:25]1[CH:30]=[CH:29][C:28]([N:31]=[C:32]=[O:33])=[CH:27][CH:26]=1. (7) Given the product [S:3]=[C:2]1[NH:1][C:4]2[NH:5][CH:6]=[CH:7][C:8]=2[C:9](=[O:11])[N:21]1[C:20]1[CH:22]=[CH:23][C:17]([O:16][C:15]([F:14])([F:24])[F:25])=[CH:18][CH:19]=1, predict the reactants needed to synthesize it. The reactants are: [N:1]([C:4]1[NH:5][CH:6]=[CH:7][C:8]=1[C:9]([O:11]CC)=O)=[C:2]=[S:3].[F:14][C:15]([F:25])([F:24])[O:16][C:17]1[CH:23]=[CH:22][C:20]([NH2:21])=[CH:19][CH:18]=1.[O-]CC.[Na+].C(O)C.Cl. (8) Given the product [CH3:22][O:21][C:15]1[CH:14]=[C:13]([CH2:12][CH2:11][C:8]2[N:9]=[C:10]3[C:2]([CH3:36])=[C:3]([C:23]4[CH:28]=[CH:27][C:26]([N:29]5[CH2:34][CH2:33][N:32]([CH3:35])[CH2:31][CH2:30]5)=[CH:25][CH:24]=4)[NH:4][C:5]3=[N:6][CH:7]=2)[CH:18]=[C:17]([O:19][CH3:20])[CH:16]=1, predict the reactants needed to synthesize it. The reactants are: Br[C:2]1[C:10]2[C:5](=[N:6][CH:7]=[C:8]([CH2:11][CH2:12][C:13]3[CH:18]=[C:17]([O:19][CH3:20])[CH:16]=[C:15]([O:21][CH3:22])[CH:14]=3)[N:9]=2)[NH:4][C:3]=1[C:23]1[CH:28]=[CH:27][C:26]([N:29]2[CH2:34][CH2:33][N:32]([CH3:35])[CH2:31][CH2:30]2)=[CH:25][CH:24]=1.[CH3:36][Zn]C. (9) The reactants are: [F:1][C:2]1[CH:7]=[CH:6][C:5]([S:8](Cl)(=[O:10])=[O:9])=[CH:4][CH:3]=1.[NH2:12][CH2:13][CH:14]1[CH2:19][CH2:18][CH:17]([CH2:20][NH2:21])[CH2:16][CH2:15]1.C(N(C(C)C)CC)(C)C. Given the product [NH2:12][CH2:13][CH:14]1[CH2:19][CH2:18][CH:17]([CH2:20][NH:21][S:8]([C:5]2[CH:6]=[CH:7][C:2]([F:1])=[CH:3][CH:4]=2)(=[O:10])=[O:9])[CH2:16][CH2:15]1, predict the reactants needed to synthesize it. (10) Given the product [Br:1][C:2]1[CH:3]=[CH:4][C:5]([OH:32])=[C:6]2[C:11]=1[CH:10]([C:12]([OH:14])=[O:13])[N:9]([S:15]([C:18]1[CH:19]=[CH:20][C:21]([O:24][C:25]3[CH:30]=[CH:29][C:28]([F:31])=[CH:27][CH:26]=3)=[CH:22][CH:23]=1)(=[O:16])=[O:17])[CH2:8][CH2:7]2, predict the reactants needed to synthesize it. The reactants are: [Br:1][C:2]1[CH:3]=[CH:4][C:5]([O:32]C)=[C:6]2[C:11]=1[CH:10]([C:12]([OH:14])=[O:13])[N:9]([S:15]([C:18]1[CH:23]=[CH:22][C:21]([O:24][C:25]3[CH:30]=[CH:29][C:28]([F:31])=[CH:27][CH:26]=3)=[CH:20][CH:19]=1)(=[O:17])=[O:16])[CH2:8][CH2:7]2.B(Br)(Br)Br.